From a dataset of Reaction yield outcomes from USPTO patents with 853,638 reactions. Predict the reaction yield, written as a fraction of the theoretical maximum amount of product (1.0 means a 100% yield; for example, 0.34 means a 34% yield). (1) The reactants are [CH3:1][O:2][C:3](=[O:66])[NH:4][CH:5]([C:60]1[CH:65]=[CH:64][CH:63]=[CH:62][CH:61]=1)[C:6]([N:8]1[CH2:12][C:11]([F:14])([F:13])[CH2:10][CH:9]1[C:15]1[NH:16][C:17]([C:20]2[CH:25]=[CH:24][C:23]([C:26]3[CH:35]=[CH:34][C:33]4[C:28](=[CH:29][CH:30]=[C:31]([C:36]5[NH:37][C:38]([CH:41]6[CH2:45][CH2:44][CH2:43][N:42]6[C:46](=[O:59])[CH:47]([NH:54][C:55]([O:57][CH3:58])=[O:56])[CH:48]6[CH2:53]COC[CH2:49]6)=[N:39][CH:40]=5)[CH:32]=4)[CH:27]=3)=[CH:22][CH:21]=2)=[CH:18][N:19]=1)=[O:7].COC(NC(C1CCOCC1)C(O)=O)=O. No catalyst specified. The product is [CH3:58][O:57][C:55](=[O:56])[NH:54][CH:47]([C:46]([N:42]1[CH2:43][CH2:44][CH2:45][CH:41]1[C:38]1[NH:37][C:36]([C:31]2[CH:30]=[CH:29][C:28]3[C:33](=[CH:34][CH:35]=[C:26]([C:23]4[CH:22]=[CH:21][C:20]([C:17]5[NH:16][C:15]([CH:9]6[CH2:10][C:11]([F:13])([F:14])[CH2:12][N:8]6[C:6](=[O:7])[CH:5]([NH:4][C:3]([O:2][CH3:1])=[O:66])[C:60]6[CH:61]=[CH:62][CH:63]=[CH:64][CH:65]=6)=[N:19][CH:18]=5)=[CH:25][CH:24]=4)[CH:27]=3)[CH:32]=2)=[CH:40][N:39]=1)=[O:59])[CH:48]([CH3:53])[CH3:49]. The yield is 0.170. (2) The catalyst is C(Cl)Cl. The yield is 0.576. The product is [N+:12]([C:15]1[CH:20]=[CH:19][C:18]([NH:21][C:22]([C:24]23[O:9][CH:29]2[CH:28]2[CH2:27][CH2:26][CH:25]3[CH2:31][CH2:30]2)=[O:23])=[CH:17][C:16]=1[C:32]([F:33])([F:34])[F:35])([O-:14])=[O:13]. The reactants are C1C=C(Cl)C=C(C(OO)=[O:9])C=1.[N+:12]([C:15]1[CH:20]=[CH:19][C:18]([NH:21][C:22]([C:24]2[CH:25]3[CH2:31][CH2:30][CH:28]([CH:29]=2)[CH2:27][CH2:26]3)=[O:23])=[CH:17][C:16]=1[C:32]([F:35])([F:34])[F:33])([O-:14])=[O:13]. (3) The reactants are [CH2:1]([NH:19][CH2:20][CH2:21][CH2:22][CH2:23][CH2:24][CH2:25][CH2:26][CH2:27][CH2:28][CH2:29][CH2:30][CH2:31][CH2:32][CH2:33][CH2:34][CH2:35][CH2:36][CH3:37])[CH2:2][CH2:3][CH2:4][CH2:5][CH2:6][CH2:7][CH2:8][CH2:9][CH2:10][CH2:11][CH2:12][CH2:13][CH2:14][CH2:15][CH2:16][CH2:17][CH3:18].[C:38]1(=[O:45])[O:44][C:42](=[O:43])[CH2:41][O:40][CH2:39]1. The catalyst is C1(C)C=CC=CC=1. The product is [N:19]([C:42]([CH2:41][O:40][CH2:39][C:38]([OH:45])=[O:44])=[O:43])([CH2:1][CH2:2][CH2:3][CH2:4][CH2:5][CH2:6][CH2:7][CH2:8][CH2:9][CH2:10][CH2:11][CH2:12][CH2:13][CH2:14][CH2:15][CH2:16][CH2:17][CH3:18])[CH2:20][CH2:21][CH2:22][CH2:23][CH2:24][CH2:25][CH2:26][CH2:27][CH2:28][CH2:29][CH2:30][CH2:31][CH2:32][CH2:33][CH2:34][CH2:35][CH2:36][CH3:37]. The yield is 0.870. (4) The reactants are [CH2:1]([O:8][CH2:9][C@H:10]1[C@@H:14]([O:15][Si:16]([C:19]([CH3:22])([CH3:21])[CH3:20])([CH3:18])[CH3:17])[CH2:13][C@@H:12](O)[CH2:11]1)[C:2]1[CH:7]=[CH:6][CH:5]=[CH:4][CH:3]=1.C1C=CC(P(C2C=CC=CC=2)C2C=CC=CC=2)=CC=1.CCOC(/N=N/C(OCC)=O)=O.C1C=CC(OP(OC2C=CC=CC=2)([N:64]=[N+:65]=[N-:66])=O)=CC=1. The catalyst is C1COCC1. The product is [N:64]([C@H:12]1[CH2:13][C@H:14]([O:15][Si:16]([C:19]([CH3:22])([CH3:21])[CH3:20])([CH3:18])[CH3:17])[C@H:10]([CH2:9][O:8][CH2:1][C:2]2[CH:7]=[CH:6][CH:5]=[CH:4][CH:3]=2)[CH2:11]1)=[N+:65]=[N-:66]. The yield is 0.630. (5) The reactants are [CH3:1][O:2][C:3]([C@@:5]1([CH2:21][C:22]2[CH:27]=[CH:26][CH:25]=[C:24]([Cl:28])[CH:23]=2)[CH2:9][O:8][C@@H](C(C)(C)C)[N:6]1C(OC(C)(C)C)=O)=[O:4].Cl. The catalyst is CO. The product is [CH3:1][O:2][C:3](=[O:4])[C@@:5]([NH2:6])([CH2:21][C:22]1[CH:27]=[CH:26][CH:25]=[C:24]([Cl:28])[CH:23]=1)[CH2:9][OH:8]. The yield is 0.950. (6) The reactants are [Cl:1][S:2]([OH:5])(=O)=[O:3].[Br:6][CH2:7][C:8]1[C:12]2[CH:13]=[CH:14][CH:15]=[CH:16][C:11]=2[O:10][N:9]=1. No catalyst specified. The product is [Br:6][CH2:7][C:8]1[C:12]2[CH:13]=[C:14]([S:2]([Cl:1])(=[O:5])=[O:3])[CH:15]=[CH:16][C:11]=2[O:10][N:9]=1. The yield is 0.800. (7) The reactants are Cl[CH2:2][CH:3]([O:6][C@H:7]1[CH2:12][CH2:11][C@H:10]([C:13]2[N:22]3[C:16]([CH2:17][N:18]([CH3:28])[CH2:19][C:20]4[CH:26]=[C:25]([Cl:27])[CH:24]=[CH:23][C:21]=43)=[N:15][N:14]=2)[CH2:9][CH2:8]1)[CH2:4][OH:5].CC(C)([O-])C.[K+]. The catalyst is C1(C)C=CC=CC=1. The product is [Cl:27][C:25]1[CH:24]=[CH:23][C:21]2[N:22]3[C:16]([CH2:17][N:18]([CH3:28])[CH2:19][C:20]=2[CH:26]=1)=[N:15][N:14]=[C:13]3[C@H:10]1[CH2:9][CH2:8][C@H:7]([O:6][CH:3]2[CH2:4][O:5][CH2:2]2)[CH2:12][CH2:11]1. The yield is 0.240. (8) The reactants are [F:1][C:2]1[CH:9]=[C:8]([O:10][CH3:11])[C:7]([OH:12])=[CH:6][C:3]=1[CH:4]=O.[NH2:13][CH2:14][CH2:15][C:16]1[CH:21]=[CH:20][C:19]([OH:22])=[CH:18][CH:17]=1.CO.C(Cl)Cl.[BH4-].[Na+]. The catalyst is C1(C)C=CC=CC=1.C(O)CCC.CO. The product is [F:1][C:2]1[C:3]([CH2:4][NH:13][CH2:14][CH2:15][C:16]2[CH:21]=[CH:20][C:19]([OH:22])=[CH:18][CH:17]=2)=[CH:6][C:7]([OH:12])=[C:8]([O:10][CH3:11])[CH:9]=1. The yield is 0.930. (9) The catalyst is O1CCCC1. The yield is 0.930. The reactants are [CH3:1][O:2][CH2:3][O:4][C:5]1[CH:14]=[CH:13][C:12]([CH2:15][CH2:16][CH3:17])=[CH:11][C:6]=1[C:7](OC)=[O:8].[H-].[Al+3].[Li+].[H-].[H-].[H-].O.O.O.O.O.O.O.O.O.O.[O-]S([O-])(=O)=O.[Na+].[Na+]. The product is [CH3:1][O:2][CH2:3][O:4][C:5]1[CH:14]=[CH:13][C:12]([CH2:15][CH2:16][CH3:17])=[CH:11][C:6]=1[CH2:7][OH:8]. (10) The reactants are [CH2:1]([O:8][C:9](=[O:48])[NH:10][CH2:11][C:12](=[O:47])[NH:13][C:14]1[C:23]2=[CH:24][N:25]([CH:27]3[O:35][CH:34]4[CH:29]([O:30][Si](C(C)(C)C)(C(C)(C)C)[O:32][CH2:33]4)[C:28]3([OH:45])[CH3:44])[N:26]=[C:21]3[C:22]2=[C:16]([C:17](=[O:46])[NH:18][N:19]=[CH:20]3)[CH:15]=1)[C:2]1[CH:7]=[CH:6][CH:5]=[CH:4][CH:3]=1. The catalyst is C1COCC1. The product is [CH2:1]([O:8][C:9](=[O:48])[NH:10][CH2:11][C:12](=[O:47])[NH:13][C:14]1[C:23]2=[CH:24][N:25]([CH:27]3[C:28]([OH:45])([CH3:44])[CH:29]([OH:30])[CH:34]([CH2:33][OH:32])[O:35]3)[N:26]=[C:21]3[C:22]2=[C:16]([C:17](=[O:46])[NH:18][N:19]=[CH:20]3)[CH:15]=1)[C:2]1[CH:7]=[CH:6][CH:5]=[CH:4][CH:3]=1. The yield is 0.700.